The task is: Predict the product of the given reaction.. This data is from Forward reaction prediction with 1.9M reactions from USPTO patents (1976-2016). (1) Given the reactants C[Si](I)(C)C.[CH3:6][N:7]1[C:13](=[O:14])[CH:12]([NH:15]C(=O)OC)[CH2:11][C:10]2[CH:20]=[CH:21][CH:22]=[CH:23][C:9]=2[CH2:8]1.C(OCC)(=O)C, predict the reaction product. The product is: [NH2:15][CH:12]1[CH2:11][C:10]2[CH:20]=[CH:21][CH:22]=[CH:23][C:9]=2[CH2:8][N:7]([CH3:6])[C:13]1=[O:14]. (2) Given the reactants [C:1](/[C:3](=[N:11]\[O:12][CH2:13][C:14]1[N:19]=[C:18]([NH:20][C:21](=[O:27])OC(C)(C)C)[CH:17]=[CH:16][CH:15]=1)/[C:4]1[CH:9]=[CH:8][CH:7]=[C:6]([F:10])[CH:5]=1)#[N:2].[C:28](=O)([O-])[O-].[K+].[K+].Cl.[CH3:35][NH:36][OH:37].[CH3:38][CH:39]([OH:41])[CH3:40].O, predict the reaction product. The product is: [OH:37][N:36]([CH3:35])[C:1](=[NH:2])/[C:3](=[N:11]\[O:12][CH2:13][C:14]1[N:19]=[C:18]([NH:20][C:21](=[O:27])[O:41][C:39]([CH3:28])([CH3:40])[CH3:38])[CH:17]=[CH:16][CH:15]=1)/[C:4]1[CH:9]=[CH:8][CH:7]=[C:6]([F:10])[CH:5]=1. (3) Given the reactants [CH2:1]([N:4]1[C:12]2[C:11](Cl)=[N:10][CH:9]=[N:8][C:7]=2[CH:6]=[CH:5]1)[CH:2]=[CH2:3].[O:14]1CCOCC1.[OH-].[Na+], predict the reaction product. The product is: [CH2:1]([N:4]1[C:12]2[C:11](=[O:14])[NH:10][CH:9]=[N:8][C:7]=2[CH:6]=[CH:5]1)[CH:2]=[CH2:3]. (4) Given the reactants Br[C:2]1[C:7]2[CH:8]=[CH:9][S:10][C:6]=2[CH:5]=[CH:4][CH:3]=1.[C:11]([CH2:13][C:14]([O:16][C:17]([CH3:20])([CH3:19])[CH3:18])=[O:15])#[N:12].CC([O-])(C)C.[K+].C1(P(C2C=CC=CC=2)C2C=CC=CC=2)C=CC=CC=1.Cl, predict the reaction product. The product is: [C:17]([O:16][C:14](=[O:15])[CH:13]([C:2]1[C:7]2[CH:8]=[CH:9][S:10][C:6]=2[CH:5]=[CH:4][CH:3]=1)[C:11]#[N:12])([CH3:20])([CH3:19])[CH3:18].